This data is from Reaction yield outcomes from USPTO patents with 853,638 reactions. The task is: Predict the reaction yield, written as a fraction of the theoretical maximum amount of product (1.0 means a 100% yield; for example, 0.34 means a 34% yield). The reactants are [C:1]([O:5][C:6](=[O:34])[NH:7][C@@H:8]([C:28]1[CH:33]=[CH:32][CH:31]=[CH:30][CH:29]=1)[C:9]([N:11]1[CH2:15][CH2:14][CH2:13][C@@H:12]1[C:16](=[O:27])[NH:17][C:18]1[N:19]=[C:20]2[N:24]([CH:25]=1)[CH:23]=[C:22](Br)[S:21]2)=[O:10])([CH3:4])([CH3:3])[CH3:2].[C:35]1(B(O)O)[CH:40]=[CH:39][CH:38]=[CH:37][CH:36]=1. No catalyst specified. The product is [C:1]([O:5][C:6](=[O:34])[NH:7][C@@H:8]([C:28]1[CH:33]=[CH:32][CH:31]=[CH:30][CH:29]=1)[C:9](=[O:10])[N:11]1[CH2:15][CH2:14][CH2:13][C@@H:12]1[C:16](=[O:27])[NH:17][C:18]1[N:19]=[C:20]2[N:24]([CH:25]=1)[CH:23]=[C:22]([C:35]1[CH:40]=[CH:39][CH:38]=[CH:37][CH:36]=1)[S:21]2)([CH3:4])([CH3:3])[CH3:2]. The yield is 0.0600.